Dataset: Full USPTO retrosynthesis dataset with 1.9M reactions from patents (1976-2016). Task: Predict the reactants needed to synthesize the given product. Given the product [CH3:15][O:14][C:11]1[CH:12]=[CH:13][C:8]([CH2:7][N:6]2[C:2]([C:59]([F:62])([F:61])[F:60])=[C:3]([C:16]3[CH:21]=[CH:20][N:19]=[C:18]([C:22]4[N:23]=[CH:24][N:25]([CH2:27][CH2:28][C:29]5[C:38]6[C:33](=[CH:34][CH:35]=[CH:36][CH:37]=6)[CH:32]=[CH:31][CH:30]=5)[CH:26]=4)[CH:17]=3)[N:4]=[N:5]2)=[CH:9][CH:10]=1, predict the reactants needed to synthesize it. The reactants are: I[C:2]1[N:6]([CH2:7][C:8]2[CH:13]=[CH:12][C:11]([O:14][CH3:15])=[CH:10][CH:9]=2)[N:5]=[N:4][C:3]=1[C:16]1[CH:21]=[CH:20][N:19]=[C:18]([C:22]2[N:23]=[CH:24][N:25]([CH2:27][CH2:28][C:29]3[C:38]4[C:33](=[CH:34][CH:35]=[CH:36][CH:37]=4)[CH:32]=[CH:31][CH:30]=3)[CH:26]=2)[CH:17]=1.[F-].[K+].N1C2C(=CC=C3C=2N=CC=C3)C=CC=1.[Si]([C:59]([F:62])([F:61])[F:60])(C)(C)C.